From a dataset of Experimentally validated miRNA-target interactions with 360,000+ pairs, plus equal number of negative samples. Binary Classification. Given a miRNA mature sequence and a target amino acid sequence, predict their likelihood of interaction. (1) The miRNA is ath-miR857 with sequence UUUUGUAUGUUGAAGGUGUAU. The protein sequence of the target gene is MYAPGGAGLPGGRRRRSPGSSALPKQPERSLASALPGALSITALCTALAEPAWLHIHGGTCSRQELGVSDVLGYVNPDLLKDFCMNPQTVLLLRVIAAFCFLGILCSLSAFLLDVFGPKHPALKITRRYAFAHILTVLQCATVIGFSYWASELILAQQQQHKKYHGSQVYVTFAVSFYLVAGAGGASILATAANLLRHYPTEEEEQALELLSEMEENDPYPAEYEVINQFQPPPAYTP. Result: 0 (no interaction). (2) The miRNA is hsa-miR-92a-2-5p with sequence GGGUGGGGAUUUGUUGCAUUAC. The protein sequence of the target gene is MELWGRMLWALLSGPGRRGSTRGWAFSSWQPQPPLAGLSSAIELVSHWTGVFEKRGIPEARESSEYIVAHVLGAKTFQSLRPALWTQPLTSQQLQCIRELSSRRLQRMPVQYILGEWDFQGLSLRMVPPVFIPRPETEELVEWVLEEVAQRSHAVGSPGSPLILEVGCGSGAISLSLLSQLPQSRVIAVDKREAAISLTHENAQRLRLQDRIWIIHLDMTSERSWTHLPWGPMDLIVSNPPYVFHQDMEQLAPEIRSYEDPAALDGGEEGMDIITHILALAPRLLKDSGSIFLEVDPRHP.... Result: 1 (interaction). (3) The miRNA is mmu-miR-1904 with sequence GUUCUGCUCCUCUGGAGGGAGG. The protein sequence of the target gene is MAGTGLVAGEVVVDALPYFDQGYEAPGVREAAAALVEEETRRYRPTKNYLSYLTAPDYSAFETDIMRNEFERLAARQPIELLSMKRYELPAPSSGQKNDITAWQECVNNSMAQLEHQAVRIENLELMSQHGCNAWKVYNENLVHMIEHAQKELQKLRKHIQDLNWQRKNMQLTAGSKLREMESNWVSLVSKNYEIERTIVQLENEIYQIKQQHGEANKENIRQDF. Result: 1 (interaction). (4) The miRNA is hsa-miR-514a-5p with sequence UACUCUGGAGAGUGACAAUCAUG. The protein sequence of the target gene is MLRLYVLVMGVSAFTLQPAAHTGAARSCRFRGRHYKREFRLEGEPVALRCPQVPYWLWASVSPRINLTWHKNDSARTVPGEEETRMWAQDGALWLLPALQEDSGTYVCTTRNASYCDKMSIELRVFENTDAFLPFISYPQILTLSTSGVLVCPDLSEFTRDKTDVKIQWYKDSLLLDKDNEKFLSVRGTTHLLVHDVALEDAGYYRCVLTFAHEGQQYNITRSIELRIKKKKEETIPVIISPLKTISASLGSRLTIPCKVFLGTGTPLTTMLWWTANDTHIESAYPGGRVTEGPRQEYSE.... Result: 0 (no interaction). (5) The miRNA is rno-miR-132-3p with sequence UAACAGUCUACAGCCAUGGUCG. The protein sequence of the target gene is MPRNSGAGYGCPHGDPSMLDSRETPQESRQDMIVRTTQEKLKTSSLTDRQPLSKESLNHALELSVPEKVNNAQWDAPEEALWTTRADGRVRLRIDPSCPQLPYTVHRMFYEALDKYGDLIALGFKRQDKWEHISYSQYYLLARRAAKGFLKLGLKQAHSVAILGFNSPEWFFSAVGTVFAGGIVTGIYTTSSPEACQYIAYDCCANVIMVDTQKQLEKILKIWKQLPHLKAVVIYKEPPPNKMANVYTMEEFMELGNEVPEEALDAIIDTQQPNQCCVLVYTSGTTGNPKGVMLSQDNIT.... Result: 0 (no interaction). (6) The miRNA is hsa-miR-548as-3p with sequence UAAAACCCACAAUUAUGUUUGU. The protein sequence of the target gene is MLRAALPALLLPLLGLAAAAVADCPSSTWIQFQDSCYIFLQEAIKVESIEDVRNQCTDHGADMISIHNEEENAFILDTLKKQWKGPDDILLGMFYDTDDASFKWFDNSNMTFDKWTDQDDDEDLVDTCAFLHIKTGEWKKGNCEVSSVEGTLCKTAIPYKRKYLSDNHILISALVIASTVILTVLGAIIWFLYKKHSDSRFTTVFSTAPQSPYNEDCVLVVGEENEYPVQFD. Result: 0 (no interaction). (7) The miRNA is hsa-miR-4695-5p with sequence CAGGAGGCAGUGGGCGAGCAGG. The protein sequence of the target gene is MTSKEDGKAAPGEERRRSPLDHLPPPANSNKPLTPFSIEDILNKPSVRRSYSLCGAAHLLAAADKHAQGGLPLAGRALLSQTSPLCALEELASKTFKGLEVSVLQAAEGRDGMTIFGQRQTPKKRRKSRTAFTNHQIYELEKRFLYQKYLSPADRDQIAQQLGLTNAQVITWFQNRRAKLKRDLEEMKADVESAKKLGPSGQMDIVALAELEQNSEATAGGGGGCGRAKSRPGSPVLPPGAPKAPGAGALQLSPASPLTDQPASSQDCSEDEEDEEIDVDD. Result: 1 (interaction).